Dataset: Forward reaction prediction with 1.9M reactions from USPTO patents (1976-2016). Task: Predict the product of the given reaction. (1) Given the reactants [CH2:1]([C:3]1([NH:25][C:26](=[O:32])[O:27][C:28]([CH3:31])([CH3:30])[CH3:29])[CH2:8][CH2:7][CH:6]([O:9][C:10]2[C:21]3[C:20]4[C@@H:19]([CH2:22][CH2:23][OH:24])[CH2:18][CH2:17][C:16]=4[S:15][C:14]=3[N:13]=[CH:12][N:11]=2)[CH2:5][CH2:4]1)[CH3:2].C1C=C[NH+]=CC=1.C1C=C[NH+]=CC=1.[O-:45][Cr](O[Cr]([O-])(=O)=O)(=O)=O, predict the reaction product. The product is: [C:28]([O:27][C:26]([NH:25][C:3]1([CH2:1][CH3:2])[CH2:8][CH2:7][CH:6]([O:9][C:10]2[C:21]3[C:20]4[C@@H:19]([CH2:22][C:23]([OH:45])=[O:24])[CH2:18][CH2:17][C:16]=4[S:15][C:14]=3[N:13]=[CH:12][N:11]=2)[CH2:5][CH2:4]1)=[O:32])([CH3:31])([CH3:30])[CH3:29]. (2) Given the reactants [CH2:1]([O:8][C:9]1[CH:14]=[CH:13][C:12](C(=O)C)=[C:11]([O:18][CH2:19][C@H:20]2[CH2:22][O:21]2)[CH:10]=1)[C:2]1[CH:7]=[CH:6][CH:5]=[CH:4][CH:3]=1.ClC1C=CC=[C:26]([C:30]([O:32]O)=[O:31])C=1.C([O-])(O)=O.[Na+], predict the reaction product. The product is: [CH2:1]([O:8][C:9]1[CH:14]=[CH:13][C:12]([O:32][C:30](=[O:31])[CH3:26])=[C:11]([O:18][CH2:19][C@H:20]2[CH2:22][O:21]2)[CH:10]=1)[C:2]1[CH:3]=[CH:4][CH:5]=[CH:6][CH:7]=1. (3) Given the reactants O=[C:2]([CH2:12][CH2:13][CH2:14][CH2:15][CH2:16][CH3:17])[CH2:3][CH2:4][C:5]([O:7]CC(C)C)=[O:6].[BH4-].[Na+].O.C(OCC)(=O)C, predict the reaction product. The product is: [CH3:17][CH2:16][CH2:15][CH2:14][CH2:13][CH2:12][CH:2]1[O:7][C:5](=[O:6])[CH2:4][CH2:3]1. (4) Given the reactants [Br:1][C:2]1[C:7]([CH3:8])=[CH:6][C:5]([CH2:9][CH2:10][CH2:11][C:12](OC)=[O:13])=[CH:4][C:3]=1[CH3:16].[BH4-].[Na+].O, predict the reaction product. The product is: [Br:1][C:2]1[C:7]([CH3:8])=[CH:6][C:5]([CH2:9][CH2:10][CH2:11][CH2:12][OH:13])=[CH:4][C:3]=1[CH3:16]. (5) Given the reactants [O:1]=[C:2]1[C:10]2[S:9][C:8]([NH:11][C:12](=[O:14])[CH3:13])=[N:7][C:6]=2[CH2:5][CH2:4][CH2:3]1.[Br:15]Br, predict the reaction product. The product is: [Br:15][CH:3]1[CH2:4][CH2:5][C:6]2[N:7]=[C:8]([NH:11][C:12](=[O:14])[CH3:13])[S:9][C:10]=2[C:2]1=[O:1]. (6) Given the reactants Cl.[Cl:2][C:3]1[C:8]([NH:9][C:10]2[C:19]3[C:14](=[CH:15][C:16]([F:21])=[CH:17][C:18]=3F)[N:13]=[CH:12][N:11]=2)=[C:7]2[O:22][CH2:23][O:24][C:6]2=[CH:5][CH:4]=1.CCC([O-])(C)C.[Na+].CN1CCCC1=O.[OH:39][CH:40]1[CH2:45][CH2:44][O:43][CH2:42][CH2:41]1, predict the reaction product. The product is: [Cl:2][C:3]1[C:8]([NH:9][C:10]2[C:19]3[C:14](=[CH:15][C:16]([F:21])=[CH:17][C:18]=3[O:39][CH:40]3[CH2:45][CH2:44][O:43][CH2:42][CH2:41]3)[N:13]=[CH:12][N:11]=2)=[C:7]2[O:22][CH2:23][O:24][C:6]2=[CH:5][CH:4]=1.